From a dataset of Full USPTO retrosynthesis dataset with 1.9M reactions from patents (1976-2016). Predict the reactants needed to synthesize the given product. (1) Given the product [CH3:39][S:36]([NH:35][C:32]1[CH:31]=[CH:30][C:29]([C:2]2[CH:3]=[CH:4][N:5]3[C:10]([C:11]=2[CH3:12])=[C:9]([CH:13]2[CH2:15][CH2:14]2)[CH:8]=[C:7]([C:16]([O:18][CH3:19])=[O:17])[C:6]3=[O:20])=[CH:34][CH:33]=1)(=[O:38])=[O:37], predict the reactants needed to synthesize it. The reactants are: Cl[C:2]1[CH:3]=[CH:4][N:5]2[C:10]([C:11]=1[CH3:12])=[C:9]([CH:13]1[CH2:15][CH2:14]1)[CH:8]=[C:7]([C:16]([O:18][CH3:19])=[O:17])[C:6]2=[O:20].CC1(C)C(C)(C)OB([C:29]2[CH:34]=[CH:33][C:32]([NH:35][S:36]([CH3:39])(=[O:38])=[O:37])=[CH:31][CH:30]=2)O1. (2) Given the product [F:32][C:31]1[CH:30]=[CH:29][CH:28]=[C:27]([F:33])[C:26]=1[C:21]1[N:20]=[C:19]([C:18]([NH:17][C:12]2[CH:13]=[N:14][CH:15]=[CH:16][C:11]=2[N:7]2[CH2:8][C@H:9]([CH3:10])[C@H:4]([N:1]3[CH:44]=[C:45]([CH3:46])[N:3]=[N:2]3)[C@H:5]([NH:35][C:36](=[O:42])[O:37][C:38]([CH3:41])([CH3:40])[CH3:39])[CH2:6]2)=[O:34])[CH:24]=[CH:23][C:22]=1[F:25], predict the reactants needed to synthesize it. The reactants are: [N:1]([C@H:4]1[C@@H:9]([CH3:10])[CH2:8][N:7]([C:11]2[CH:16]=[CH:15][N:14]=[CH:13][C:12]=2[NH:17][C:18](=[O:34])[C:19]2[CH:24]=[CH:23][C:22]([F:25])=[C:21]([C:26]3[C:31]([F:32])=[CH:30][CH:29]=[CH:28][C:27]=3[F:33])[N:20]=2)[CH2:6][C@H:5]1[NH:35][C:36](=[O:42])[O:37][C:38]([CH3:41])([CH3:40])[CH3:39])=[N+:2]=[N-:3].C.[CH:44]#[C:45][CH3:46].C(N(CC)CC)C. (3) Given the product [CH2:29]([N:33]([CH3:34])[C:2]1[N:7]=[CH:6][C:5]([C:8]2[O:12][N:11]=[C:10]([C:13]3[CH:14]=[C:15]([CH:19]=[CH:20][CH:21]=3)[C:16]([OH:18])=[O:17])[CH:9]=2)=[CH:4][CH:3]=1)[CH:30]([CH3:32])[CH3:31], predict the reactants needed to synthesize it. The reactants are: Cl[C:2]1[N:7]=[CH:6][C:5]([C:8]2[O:12][N:11]=[C:10]([C:13]3[CH:14]=[C:15]([CH:19]=[CH:20][CH:21]=3)[C:16]([OH:18])=[O:17])[CH:9]=2)=[CH:4][CH:3]=1.C(N(CC)CC)C.[CH2:29]([NH:33][CH3:34])[CH:30]([CH3:32])[CH3:31]. (4) Given the product [Br:1][C:2]1[N:3]=[C:4]([CH2:7][O:8][N:9]=[C:10]([C:17]2[CH:22]=[CH:21][CH:20]=[CH:19][CH:18]=2)[C:11]2[N:15]([CH3:25])[C:14](=[O:16])[O:13][N:12]=2)[S:5][CH:6]=1, predict the reactants needed to synthesize it. The reactants are: [Br:1][C:2]1[N:3]=[C:4]([CH2:7][O:8][N:9]=[C:10]([C:17]2[CH:22]=[CH:21][CH:20]=[CH:19][CH:18]=2)[C:11]2[NH:15][C:14](=[O:16])[O:13][N:12]=2)[S:5][CH:6]=1.CI.[C:25](=O)([O-])[O-].[K+].[K+]. (5) Given the product [C:28]([O:32][C:33]([NH:35][C:36]1[CH:44]=[C:43]2[C:39]([CH2:40][N:41]([CH2:46][C:47]([O:10][C@H:9]([C:11]3[CH:16]=[CH:15][C:14]([O:17][CH:18]([F:20])[F:19])=[C:13]([O:21][CH2:22][CH:23]4[CH2:25][CH2:24]4)[CH:12]=3)[CH2:8][C:7]3[C:6]([Cl:26])=[CH:5][N+:4]([O-:27])=[CH:3][C:2]=3[Cl:1])=[O:48])[C:42]2=[O:45])=[CH:38][CH:37]=1)=[O:34])([CH3:31])([CH3:30])[CH3:29], predict the reactants needed to synthesize it. The reactants are: [Cl:1][C:2]1[CH:3]=[N+:4]([O-:27])[CH:5]=[C:6]([Cl:26])[C:7]=1[CH2:8][C@@H:9]([C:11]1[CH:16]=[CH:15][C:14]([O:17][CH:18]([F:20])[F:19])=[C:13]([O:21][CH2:22][CH:23]2[CH2:25][CH2:24]2)[CH:12]=1)[OH:10].[C:28]([O:32][C:33]([NH:35][C:36]1[CH:44]=[C:43]2[C:39]([CH2:40][N:41]([CH2:46][C:47](O)=[O:48])[C:42]2=[O:45])=[CH:38][CH:37]=1)=[O:34])([CH3:31])([CH3:30])[CH3:29].C(Cl)CCl.